From a dataset of Reaction yield outcomes from USPTO patents with 853,638 reactions. Predict the reaction yield, written as a fraction of the theoretical maximum amount of product (1.0 means a 100% yield; for example, 0.34 means a 34% yield). (1) The product is [C:18]([O:17][C:15]([NH:14][CH:11]1[CH2:10][CH2:9][NH:8][CH2:13][CH2:12]1)=[O:16])([CH3:21])([CH3:19])[CH3:20]. The yield is 0.910. The catalyst is CO.[Pd]. The reactants are C([N:8]1[CH2:13][CH2:12][CH:11]([NH:14][C:15]([O:17][C:18]([CH3:21])([CH3:20])[CH3:19])=[O:16])[CH2:10][CH2:9]1)C1C=CC=CC=1.[H][H]. (2) The reactants are [O-]P([O-])([O-])=O.[K+].[K+].[K+].[CH2:9]([NH2:16])[C:10]1[CH:15]=[CH:14][CH:13]=[CH:12][CH:11]=1.Cl[C:18]1[CH:26]=[CH:25][CH:24]=[CH:23][C:19]=1[C:20]([OH:22])=[O:21].C(O)CO. The catalyst is [Cu]I.C(O)CCC. The product is [CH2:9]([NH:16][C:18]1[CH:26]=[CH:25][CH:24]=[CH:23][C:19]=1[C:20]([OH:22])=[O:21])[C:10]1[CH:15]=[CH:14][CH:13]=[CH:12][CH:11]=1. The yield is 0.480. (3) The reactants are [CH:1]1[CH:2]=[CH:3][C:4]2[N:9]=[C:8]([C:10]3[N:14]=[CH:13][S:12][CH:11]=3)[NH:7][C:5]=2[CH:6]=1.C([O-])([O-])=O.[K+].[K+].[CH2:21](Br)[C:22]1[CH:27]=[CH:26][CH:25]=[CH:24][CH:23]=1. The catalyst is CN(C=O)C. The product is [CH2:21]([N:9]1[C:4]2[CH:3]=[CH:2][CH:1]=[CH:6][C:5]=2[N:7]=[C:8]1[C:10]1[N:14]=[CH:13][S:12][CH:11]=1)[C:22]1[CH:27]=[CH:26][CH:25]=[CH:24][CH:23]=1. The yield is 0.940. (4) The reactants are C(N(CC)CC)C.[C:8]1([CH3:46])[CH:13]=[C:12]([CH3:14])[CH:11]=[C:10]([CH3:15])[C:9]=1[C:16]1[C:17]([C:37]2C(C)=CC(C)=CC=2C)=[N:18][N:19]2[C:24]3[NH:25][CH2:26][CH2:27][C:23]=3[C:22]([C:28]3C(C)=CC(C)=CC=3C)=[N:21][C:20]=12.[C:47](Cl)(=[O:51])[CH2:48][CH2:49][CH3:50].O. The catalyst is ClCCl. The product is [C:10]1([CH3:15])[CH:11]=[C:12]([CH3:14])[CH:13]=[C:8]([CH3:46])[C:9]=1[C:16]1[C:17]([CH3:37])=[N:18][N:19]2[C:24]3[N:25]([C:47](=[O:51])[CH2:48][CH2:49][CH3:50])[CH2:26][CH2:27][C:23]=3[C:22]([CH3:28])=[N:21][C:20]=12. The yield is 0.420. (5) The reactants are [Cl-].O[NH3+:3].[C:4](=[O:7])([O-])[OH:5].[Na+].CS(C)=O.[Si]([O:20][CH:21]([CH3:59])[CH2:22][O:23][C@H:24]1[CH2:29][CH2:28][C@H:27]([N:30]2[C:35](=[O:36])[C:34]([CH2:37][C:38]3[CH:43]=[CH:42][C:41]([C:44]4[C:45]([C:50]#[N:51])=[CH:46][CH:47]=[CH:48][CH:49]=4)=[CH:40][CH:39]=3)=[C:33]([CH2:52][CH2:53][CH3:54])[N:32]3[N:55]=[C:56]([CH3:58])[N:57]=[C:31]23)[CH2:26][CH2:25]1)(C(C)(C)C)(C)C. The catalyst is O.C(OCC)(=O)C. The product is [OH:20][CH:21]([CH3:59])[CH2:22][O:23][C@H:24]1[CH2:29][CH2:28][C@H:27]([N:30]2[C:35](=[O:36])[C:34]([CH2:37][C:38]3[CH:39]=[CH:40][C:41]([C:44]4[CH:49]=[CH:48][CH:47]=[CH:46][C:45]=4[C:50]4[NH:51][C:4](=[O:7])[O:5][N:3]=4)=[CH:42][CH:43]=3)=[C:33]([CH2:52][CH2:53][CH3:54])[N:32]3[N:55]=[C:56]([CH3:58])[N:57]=[C:31]23)[CH2:26][CH2:25]1. The yield is 0.540. (6) The reactants are Br[CH2:2][C:3]1[N:7]([CH2:8][CH:9]([OH:11])[CH3:10])[N:6]=[C:5]([N+:12]([O-:14])=[O:13])[CH:4]=1.[CH3:15][NH2:16]. The catalyst is ClCCl. The product is [CH3:15][NH:16][CH2:2][C:3]1[N:7]([CH2:8][CH:9]([OH:11])[CH3:10])[N:6]=[C:5]([N+:12]([O-:14])=[O:13])[CH:4]=1. The yield is 0.780. (7) The reactants are Cl[S:2]([N:5]=C=O)(=[O:4])=[O:3].C(O)(C)(C)C.Cl.[NH2:14][CH2:15][CH2:16][NH:17][C:18]1[C:19]([C:23]2[N:27]([C:28]3[CH:33]=[CH:32][C:31]([F:34])=[C:30]([Cl:35])[CH:29]=3)[C:26](=[O:36])[O:25][N:24]=2)=[N:20][O:21][N:22]=1.C(N(CC)CC)C. The catalyst is ClCCl.Cl. The product is [Cl:35][C:30]1[CH:29]=[C:28]([N:27]2[C:26](=[O:36])[O:25][N:24]=[C:23]2[C:19]2[C:18]([NH:17][CH2:16][CH2:15][NH:14][S:2]([NH2:5])(=[O:4])=[O:3])=[N:22][O:21][N:20]=2)[CH:33]=[CH:32][C:31]=1[F:34]. The yield is 0.780. (8) The reactants are Cl[C:2]1[N:7]=[C:6](Cl)[C:5]([F:9])=[CH:4][N:3]=1.[CH2:10]([OH:13])[CH:11]=[CH2:12].CC([O-:18])(C)C.[K+].[OH-].[K+]. The catalyst is CCOC(C)=O.C(O)C.[Na+].[Cl-]. The product is [CH2:10]([O:13][C:2]1[N:7]=[C:6]([OH:18])[C:5]([F:9])=[CH:4][N:3]=1)[CH:11]=[CH2:12]. The yield is 0.640.